This data is from Reaction yield outcomes from USPTO patents with 853,638 reactions. The task is: Predict the reaction yield, written as a fraction of the theoretical maximum amount of product (1.0 means a 100% yield; for example, 0.34 means a 34% yield). The reactants are O1C2C=CC=CC=2C=C1[C:10]1[C:18]2[C:13](=[CH:14][CH:15]=[C:16]([C:19]([OH:21])=O)[CH:17]=2)[N:12]([CH:22]2[CH2:27][CH2:26][CH2:25][CH2:24][O:23]2)[N:11]=1.[CH:28]([NH2:31])([CH3:30])[CH3:29].CN(C)[CH:34]=[O:35]. No catalyst specified. The product is [O:35]1[C:34]2[CH:19]=[CH:16][CH:15]=[CH:14][C:13]=2[CH:18]=[C:17]1[CH:27]1[CH2:26][CH2:25][CH2:24][O:23][CH:22]1[N:12]1[C:13]2[C:18](=[CH:17][C:16]([C:19]([NH:31][CH:28]([CH3:30])[CH3:29])=[O:21])=[CH:15][CH:14]=2)[CH:10]=[N:11]1. The yield is 0.810.